This data is from Forward reaction prediction with 1.9M reactions from USPTO patents (1976-2016). The task is: Predict the product of the given reaction. (1) Given the reactants [F:1][C:2]1[C:3]([NH:20][CH2:21][C:22]2[C:27]([F:28])=[CH:26][C:25]([F:29])=[CH:24][C:23]=2[F:30])=[N:4][C:5]([NH:8][C:9]2[CH:10]=[N:11][N:12]([CH2:14][C:15]([O:17]CC)=O)[CH:13]=2)=[N:6][CH:7]=1.[CH:31]1([NH2:34])[CH2:33][CH2:32]1, predict the reaction product. The product is: [CH:31]1([NH:34][C:15](=[O:17])[CH2:14][N:12]2[CH:13]=[C:9]([NH:8][C:5]3[N:4]=[C:3]([NH:20][CH2:21][C:22]4[C:27]([F:28])=[CH:26][C:25]([F:29])=[CH:24][C:23]=4[F:30])[C:2]([F:1])=[CH:7][N:6]=3)[CH:10]=[N:11]2)[CH2:33][CH2:32]1. (2) Given the reactants [Br:1][C:2]1[CH:7]=[C:6]([F:8])[CH:5]=[C:4]([F:9])[C:3]=1[OH:10].[CH:11]1[CH:16]=[CH:15][C:14]([CH2:17]Br)=[CH:13][CH:12]=1.[OH-].[K+].O, predict the reaction product. The product is: [CH2:17]([O:10][C:3]1[C:4]([F:9])=[CH:5][C:6]([F:8])=[CH:7][C:2]=1[Br:1])[C:14]1[CH:15]=[CH:16][CH:11]=[CH:12][CH:13]=1. (3) Given the reactants [CH:1]1([CH:7]([NH:21][C:22]2[CH:30]=[CH:29][C:25]([C:26](O)=[O:27])=[CH:24][CH:23]=2)[C:8]2[O:9][C:10]3[CH:19]=[CH:18][C:17]([F:20])=[CH:16][C:11]=3[C:12]=2[CH2:13][O:14][CH3:15])[CH2:6][CH2:5][CH2:4][CH2:3][CH2:2]1.Cl.[CH2:32]([O:34][C:35](=[O:39])[CH2:36][CH2:37][NH2:38])[CH3:33].O.ON1C2C=CC=CC=2N=N1.Cl.C(N=C=NCCCN(C)C)C.[Cl-].[NH4+], predict the reaction product. The product is: [CH:1]1([CH:7]([NH:21][C:22]2[CH:30]=[CH:29][C:25]([C:26]([NH:38][CH2:37][CH2:36][C:35]([O:34][CH2:32][CH3:33])=[O:39])=[O:27])=[CH:24][CH:23]=2)[C:8]2[O:9][C:10]3[CH:19]=[CH:18][C:17]([F:20])=[CH:16][C:11]=3[C:12]=2[CH2:13][O:14][CH3:15])[CH2:6][CH2:5][CH2:4][CH2:3][CH2:2]1. (4) Given the reactants [N:1]([C:4]1[C:11]([Br:12])=[CH:10][C:9]([Cl:13])=[CH:8][C:5]=1[CH:6]=O)=[N+:2]=[N-].[CH:14]1(N)[CH2:16][CH2:15]1, predict the reaction product. The product is: [Br:12][C:11]1[C:4]2[C:5](=[CH:6][N:2]([CH:14]3[CH2:16][CH2:15]3)[N:1]=2)[CH:8]=[C:9]([Cl:13])[CH:10]=1.